Task: Predict the product of the given reaction.. Dataset: Forward reaction prediction with 1.9M reactions from USPTO patents (1976-2016) (1) Given the reactants [N:1]1[CH:6]=[CH:5][N:4]=[CH:3][C:2]=1[C:7]([OH:9])=O.S(Cl)([Cl:12])=O, predict the reaction product. The product is: [N:1]1[CH:6]=[CH:5][N:4]=[CH:3][C:2]=1[C:7]([Cl:12])=[O:9]. (2) Given the reactants [C:1]([O:5][C:6](=[O:19])[NH:7][C:8]1[CH:13]=[C:12]([C:14](=O)[CH3:15])[C:11]([F:17])=[CH:10][C:9]=1[CH3:18])([CH3:4])([CH3:3])[CH3:2].CO[C:22]([N:26](C)C)(OC)[CH3:23].C[N:30](C=O)C, predict the reaction product. The product is: [C:1]([O:5][C:6](=[O:19])[NH:7][C:8]1[CH:13]=[C:12]([C:14]2[CH:15]=[C:22]([CH3:23])[NH:26][N:30]=2)[C:11]([F:17])=[CH:10][C:9]=1[CH3:18])([CH3:4])([CH3:3])[CH3:2]. (3) Given the reactants [Cl:1][C:2]1[C:7]([CH3:8])=[CH:6][C:5]([NH:9][CH:10]2[CH2:15][CH2:14][N:13]([C@H:16]3[CH2:21][CH2:20][C@H:19]([O:22][CH2:23][CH3:24])[CH2:18][CH2:17]3)[CH2:12][CH2:11]2)=[C:4]([N+:25]([O-])=O)[CH:3]=1.O.NN, predict the reaction product. The product is: [Cl:1][C:2]1[CH:3]=[C:4]([NH2:25])[C:5]([NH:9][CH:10]2[CH2:15][CH2:14][N:13]([C@H:16]3[CH2:21][CH2:20][C@H:19]([O:22][CH2:23][CH3:24])[CH2:18][CH2:17]3)[CH2:12][CH2:11]2)=[CH:6][C:7]=1[CH3:8]. (4) Given the reactants C=O.ClC1C=C([NH:11][C:12]2[C:21]3[C:16](=[CH:17][C:18](OCC4N=C(C5CCNCC5)ON=4)=[C:19](OC)[CH:20]=3)[N:15]=[CH:14][N:13]=2)C=CC=1Cl, predict the reaction product. The product is: [N:15]1[C:16]2[C:21](=[CH:20][CH:19]=[CH:18][CH:17]=2)[C:12]([NH2:11])=[N:13][CH:14]=1. (5) Given the reactants [O:1]1[CH2:6][CH2:5][N:4]([C:7]2[CH:8]=[C:9]([NH:13][C:14]3[N:19]=[C:18]4[NH:20][N:21]=[CH:22][C:17]4=[C:16]([C:23]4[CH:24]=[C:25]([NH:29][C:30](=[O:33])[CH:31]=[CH2:32])[CH:26]=[CH:27][CH:28]=4)[N:15]=3)[CH:10]=[CH:11][CH:12]=2)[CH2:3][CH2:2]1.[Cl:34]N1C(=O)CCC1=O, predict the reaction product. The product is: [Cl:34][C:22]1[C:17]2[C:18](=[N:19][C:14]([NH:13][C:9]3[CH:10]=[CH:11][CH:12]=[C:7]([N:4]4[CH2:3][CH2:2][O:1][CH2:6][CH2:5]4)[CH:8]=3)=[N:15][C:16]=2[C:23]2[CH:24]=[C:25]([NH:29][C:30](=[O:33])[CH:31]=[CH2:32])[CH:26]=[CH:27][CH:28]=2)[NH:20][N:21]=1. (6) Given the reactants [C:1]([Si:5]([CH3:17])([CH3:16])[O:6][C:7]1[CH:12]=[CH:11][C:10]([NH:13][CH3:14])=[C:9]([CH3:15])[CH:8]=1)([CH3:4])([CH3:3])[CH3:2].[CH3:18][O:19][C:20](=[O:34])[C:21]1[CH:26]=[CH:25][C:24]([CH:27]=O)=[CH:23][C:22]=1[O:29][CH2:30][CH2:31][CH2:32][CH3:33].COC(=O)C1C=CC(CN(C2C=CC(O[Si](C(C)(C)C)(C)C)=CC=2C)C)=CC=1C, predict the reaction product. The product is: [CH3:18][O:19][C:20](=[O:34])[C:21]1[CH:26]=[CH:25][C:24]([CH2:27][N:13]([C:10]2[CH:11]=[CH:12][C:7]([O:6][Si:5]([C:1]([CH3:3])([CH3:2])[CH3:4])([CH3:17])[CH3:16])=[CH:8][C:9]=2[CH3:15])[CH3:14])=[CH:23][C:22]=1[O:29][CH2:30][CH2:31][CH2:32][CH3:33].